From a dataset of Peptide-MHC class I binding affinity with 185,985 pairs from IEDB/IMGT. Regression. Given a peptide amino acid sequence and an MHC pseudo amino acid sequence, predict their binding affinity value. This is MHC class I binding data. The peptide sequence is YTITSLFSL. The MHC is HLA-A26:02 with pseudo-sequence HLA-A26:02. The binding affinity (normalized) is 0.728.